Dataset: Forward reaction prediction with 1.9M reactions from USPTO patents (1976-2016). Task: Predict the product of the given reaction. Given the reactants Br[C:2]1[CH:10]=[CH:9][CH:8]=[C:7]2[C:3]=1[C:4]1([C:36]3[C:27](=[CH:28][C:29]4[O:34][CH2:33][CH2:32][O:31][C:30]=4[CH:35]=3)[O:26][CH2:25]1)[C:5](=[O:24])[N:6]2[CH:11]([C:18]1[CH:23]=[CH:22][CH:21]=[CH:20][CH:19]=1)[C:12]1[CH:17]=[CH:16][CH:15]=[CH:14][CH:13]=1.[N:37]1[C:46]2[C:41](=[CH:42][CH:43]=[CH:44][CH:45]=2)[CH:40]=[C:39](B(O)O)[CH:38]=1.C(=O)([O-])[O-].[Na+].[Na+], predict the reaction product. The product is: [C:12]1([CH:11]([C:18]2[CH:19]=[CH:20][CH:21]=[CH:22][CH:23]=2)[N:6]2[C:7]3[C:3](=[C:2]([C:39]4[CH:38]=[N:37][C:46]5[C:41]([CH:40]=4)=[CH:42][CH:43]=[CH:44][CH:45]=5)[CH:10]=[CH:9][CH:8]=3)[C:4]3([C:36]4[C:27](=[CH:28][C:29]5[O:34][CH2:33][CH2:32][O:31][C:30]=5[CH:35]=4)[O:26][CH2:25]3)[C:5]2=[O:24])[CH:17]=[CH:16][CH:15]=[CH:14][CH:13]=1.